This data is from Reaction yield outcomes from USPTO patents with 853,638 reactions. The task is: Predict the reaction yield, written as a fraction of the theoretical maximum amount of product (1.0 means a 100% yield; for example, 0.34 means a 34% yield). The product is [CH:13]([C:15]1[CH:16]=[C:17]([C:2]2[C:11]3[C:6](=[CH:7][CH:8]=[CH:9][C:10]=3[Br:12])[CH:5]=[CH:4][CH:3]=2)[CH:18]=[CH:19][C:20]=1[O:21][CH3:22])=[O:14]. The yield is 0.700. The reactants are Br[C:2]1[C:11]2[C:6](=[CH:7][CH:8]=[CH:9][C:10]=2[Br:12])[CH:5]=[CH:4][CH:3]=1.[CH:13]([C:15]1[CH:16]=[C:17](B(O)O)[CH:18]=[CH:19][C:20]=1[O:21][CH3:22])=[O:14].[O-]P([O-])([O-])=O.[K+].[K+].[K+]. The catalyst is C1(C)C=CC=CC=1.C(O)C.O.C1C=CC([P]([Pd]([P](C2C=CC=CC=2)(C2C=CC=CC=2)C2C=CC=CC=2)([P](C2C=CC=CC=2)(C2C=CC=CC=2)C2C=CC=CC=2)[P](C2C=CC=CC=2)(C2C=CC=CC=2)C2C=CC=CC=2)(C2C=CC=CC=2)C2C=CC=CC=2)=CC=1.